Dataset: Catalyst prediction with 721,799 reactions and 888 catalyst types from USPTO. Task: Predict which catalyst facilitates the given reaction. (1) Reactant: [CH2:1]([N:8]1[C:17]2[CH:18]=[C:19](Cl)[CH:20]=[CH:21][C:16]=2[C:15]2[C:10](=[CH:11][N:12]=[CH:13][CH:14]=2)[C:9]1=[O:23])[C:2]1[CH:7]=[CH:6][CH:5]=[CH:4][CH:3]=1.C(=O)([O-])[O-].[Cs+].[Cs+].[C:30]([NH:37][C@H:38]([CH2:43][OH:44])[CH2:39][CH:40]([CH3:42])[CH3:41])([O:32][C:33]([CH3:36])([CH3:35])[CH3:34])=[O:31]. Product: [CH2:1]([N:8]1[C:17]2[CH:18]=[C:19]([O:44][CH2:43][C@@H:38]([NH:37][C:30](=[O:31])[O:32][C:33]([CH3:34])([CH3:36])[CH3:35])[CH2:39][CH:40]([CH3:42])[CH3:41])[CH:20]=[CH:21][C:16]=2[C:15]2[C:10](=[CH:11][N:12]=[CH:13][CH:14]=2)[C:9]1=[O:23])[C:2]1[CH:7]=[CH:6][CH:5]=[CH:4][CH:3]=1. The catalyst class is: 164. (2) Reactant: [OH-].[Li+].C[O:4][C:5](=[O:23])[C@H:6]([CH2:19][CH:20]([CH3:22])[CH3:21])[NH:7][C:8]([C:10]1[S:14][C:13]2[CH:15]=[CH:16][CH:17]=[CH:18][C:12]=2[CH:11]=1)=[O:9].O.[CH]Cl. Product: [S:14]1[C:10]([C:8]([NH:7][C@H:6]([C:5]([OH:23])=[O:4])[CH2:19][CH:20]([CH3:22])[CH3:21])=[O:9])=[CH:11][C:12]2[CH:18]=[CH:17][CH:16]=[CH:15][C:13]1=2. The catalyst class is: 20. (3) Reactant: [NH2:1][C:2]1[CH:3]=[C:4]([C:8]2[N:9]=[C:10]([NH:24][CH2:25][C:26]3[CH:31]=[CH:30][CH:29]=[CH:28][N:27]=3)[C:11]3[C:16]([CH:17]=2)=[CH:15][CH:14]=[CH:13][C:12]=3[C:18]2[CH:23]=[CH:22][CH:21]=[CH:20][CH:19]=2)[CH:5]=[CH:6][CH:7]=1.N1C=CC=CC=1.[N:38]1([C:44](Cl)=[O:45])[CH2:43][CH2:42][O:41][CH2:40][CH2:39]1. The catalyst class is: 34. Product: [C:18]1([C:12]2[CH:13]=[CH:14][CH:15]=[C:16]3[C:11]=2[C:10]([NH:24][CH2:25][C:26]2[CH:31]=[CH:30][CH:29]=[CH:28][N:27]=2)=[N:9][C:8]([C:4]2[CH:3]=[C:2]([NH:1][C:44]([N:38]4[CH2:43][CH2:42][O:41][CH2:40][CH2:39]4)=[O:45])[CH:7]=[CH:6][CH:5]=2)=[CH:17]3)[CH:23]=[CH:22][CH:21]=[CH:20][CH:19]=1. (4) Reactant: Cl[C:2]1[N:7]=[C:6]([C:8]2[S:12][C:11]([N:13]3[CH2:18][CH2:17][O:16][CH2:15][CH2:14]3)=[N:10][C:9]=2[C:19]2[C:20]([F:37])=[C:21]([NH:25][S:26]([C:29]3[C:34]([F:35])=[CH:33][CH:32]=[CH:31][C:30]=3[F:36])(=[O:28])=[O:27])[CH:22]=[CH:23][CH:24]=2)[CH:5]=[CH:4][N:3]=1.[CH3:38][S:39]([N:42]1[CH2:47][CH2:46][CH:45]([NH2:48])[CH2:44][CH2:43]1)(=[O:41])=[O:40]. Product: [F:36][C:30]1[CH:31]=[CH:32][CH:33]=[C:34]([F:35])[C:29]=1[S:26]([NH:25][C:21]1[CH:22]=[CH:23][CH:24]=[C:19]([C:9]2[N:10]=[C:11]([N:13]3[CH2:18][CH2:17][O:16][CH2:15][CH2:14]3)[S:12][C:8]=2[C:6]2[CH:5]=[CH:4][N:3]=[C:2]([NH:48][CH:45]3[CH2:46][CH2:47][N:42]([S:39]([CH3:38])(=[O:41])=[O:40])[CH2:43][CH2:44]3)[N:7]=2)[C:20]=1[F:37])(=[O:28])=[O:27]. The catalyst class is: 836. (5) Reactant: [CH3:1][O:2][C:3]1[C:12]2[NH:11][C:10](=[O:13])[O:9][C:8]([CH3:15])([CH3:14])[C:7]=2[CH:6]=[CH:5][CH:4]=1.C([O-])(=O)C.[Na+].[Br:21]Br.[OH-].[NH4+]. Product: [Br:21][C:5]1[CH:4]=[C:3]([O:2][CH3:1])[C:12]2[NH:11][C:10](=[O:13])[O:9][C:8]([CH3:15])([CH3:14])[C:7]=2[CH:6]=1. The catalyst class is: 15. (6) Reactant: [Cl:1][C:2]1[C:3]([C:8]2[CH:9]=[C:10]3[C:14](=[CH:15][CH:16]=2)[NH:13][N:12]=[C:11]3[NH:17][C:18]2[S:19][C:20]([CH2:23][C:24](OCC)=[O:25])=[CH:21][N:22]=2)=[N:4][CH:5]=[CH:6][CH:7]=1.[BH4-].[Li+].Cl.C(=O)([O-])O.[Na+]. Product: [Cl:1][C:2]1[C:3]([C:8]2[CH:9]=[C:10]3[C:14](=[CH:15][CH:16]=2)[NH:13][N:12]=[C:11]3[NH:17][C:18]2[S:19][C:20]([CH2:23][CH2:24][OH:25])=[CH:21][N:22]=2)=[N:4][CH:5]=[CH:6][CH:7]=1. The catalyst class is: 7. (7) Reactant: CN(C(ON1N=NC2C=CC=NC1=2)=[N+](C)C)C.F[P-](F)(F)(F)(F)F.Cl.[C:26]([C:30]1[CH:31]=[C:32]([NH:71][S:72]([CH3:75])(=[O:74])=[O:73])[C:33]([O:69][CH3:70])=[C:34]([NH:36][C:37](=[O:68])[NH:38][C:39]2[C:48]3[C:43](=[CH:44][CH:45]=[CH:46][CH:47]=3)[C:42]([O:49][C:50]3[CH:55]=[CH:54][N:53]=[C:52]([NH:56][C:57]4[CH:65]=[CH:64][C:60]([C:61](O)=[O:62])=[C:59]([O:66][CH3:67])[CH:58]=4)[CH:51]=3)=[CH:41][CH:40]=2)[CH:35]=1)([CH3:29])([CH3:28])[CH3:27].[NH2:76][CH2:77][CH2:78][N+:79]1([O-:85])[CH2:84][CH2:83][O:82][CH2:81][CH2:80]1.CCN(C(C)C)C(C)C. Product: [C:26]([C:30]1[CH:31]=[C:32]([NH:71][S:72]([CH3:75])(=[O:74])=[O:73])[C:33]([O:69][CH3:70])=[C:34]([NH:36][C:37](=[O:68])[NH:38][C:39]2[C:48]3[C:43](=[CH:44][CH:45]=[CH:46][CH:47]=3)[C:42]([O:49][C:50]3[CH:55]=[CH:54][N:53]=[C:52]([NH:56][C:57]4[CH:65]=[CH:64][C:60]([C:61]([NH:76][CH2:77][CH2:78][N+:79]5([O-:85])[CH2:84][CH2:83][O:82][CH2:81][CH2:80]5)=[O:62])=[C:59]([O:66][CH3:67])[CH:58]=4)[CH:51]=3)=[CH:41][CH:40]=2)[CH:35]=1)([CH3:27])([CH3:29])[CH3:28]. The catalyst class is: 3. (8) Reactant: N[C:2]1[CH:7]=[CH:6][C:5]([CH:8]([CH3:14])[C:9]([O:11][CH2:12][CH3:13])=[O:10])=[CH:4][C:3]=1[O:15][CH3:16].CC1C=CC(S(O)(=O)=O)=CC=1.O.N([O-])=O.[Na+].[I-:33].[K+]. Product: [I:33][C:2]1[CH:7]=[CH:6][C:5]([CH:8]([CH3:14])[C:9]([O:11][CH2:12][CH3:13])=[O:10])=[CH:4][C:3]=1[O:15][CH3:16]. The catalyst class is: 744.